This data is from Full USPTO retrosynthesis dataset with 1.9M reactions from patents (1976-2016). The task is: Predict the reactants needed to synthesize the given product. (1) The reactants are: [CH2:1]([S:3][C:4]1[CH:9]=[CH:8][C:7]([S:10]([NH:13][CH2:14][C:15]([F:18])([F:17])[F:16])(=[O:12])=[O:11])=[CH:6][C:5]=1[NH:19][C:20]([NH:22][C:23]1[CH:28]=[CH:27][CH:26]=[C:25]([C:29]([F:32])([F:31])[F:30])[CH:24]=1)=[O:21])[CH3:2].ClC1C=C(C=CC=1)C(OO)=[O:38]. Given the product [CH2:1]([S:3]([C:4]1[CH:9]=[CH:8][C:7]([S:10]([NH:13][CH2:14][C:15]([F:18])([F:17])[F:16])(=[O:11])=[O:12])=[CH:6][C:5]=1[NH:19][C:20]([NH:22][C:23]1[CH:28]=[CH:27][CH:26]=[C:25]([C:29]([F:32])([F:30])[F:31])[CH:24]=1)=[O:21])=[O:38])[CH3:2], predict the reactants needed to synthesize it. (2) Given the product [Cl:1][C:2]1[CH:10]=[C:9]2[C:5]([C:6]([I:11])=[N:7][N:8]2[CH3:12])=[CH:4][CH:3]=1, predict the reactants needed to synthesize it. The reactants are: [Cl:1][C:2]1[CH:10]=[C:9]2[C:5]([C:6]([I:11])=[N:7][NH:8]2)=[CH:4][CH:3]=1.[CH3:12]C(C)([O-])C.[K+].CI. (3) Given the product [CH3:17][O:3][CH2:4][C:5]1[CH:6]=[C:7]([CH:12]=[CH:13][N:14]=1)[C:8]([O:10][CH3:11])=[O:9], predict the reactants needed to synthesize it. The reactants are: [H-].[Na+].[OH:3][CH2:4][C:5]1[CH:6]=[C:7]([CH:12]=[CH:13][N:14]=1)[C:8]([O:10][CH3:11])=[O:9].CI.[C:17](OCC)(=O)C. (4) Given the product [Cl:14][C:10]1[CH:9]=[C:8]([NH:7][C:4]2[C:3]([C:15]#[N:16])=[C:2]([N:1]=[CH:28][C:26]3[C:21]4[O:22][CH2:23][O:24][CH2:25][C:20]=4[CH:19]=[C:18]([F:17])[CH:27]=3)[NH:6][N:5]=2)[CH:13]=[CH:12][CH:11]=1, predict the reactants needed to synthesize it. The reactants are: [NH2:1][C:2]1[NH:6][N:5]=[C:4]([NH:7][C:8]2[CH:13]=[CH:12][CH:11]=[C:10]([Cl:14])[CH:9]=2)[C:3]=1[C:15]#[N:16].[F:17][C:18]1[CH:27]=[C:26]([CH:28]=O)[C:21]2[O:22][CH2:23][O:24][CH2:25][C:20]=2[CH:19]=1. (5) Given the product [CH3:27][NH:28][C:3]([CH:5]1[CH2:9][C:8](=[O:10])[N:7]([C:11]2[CH:16]=[CH:15][C:14]([O:17][CH2:18][C:19]3[CH:24]=[CH:23][CH:22]=[C:21]([F:25])[CH:20]=3)=[CH:13][CH:12]=2)[CH2:6]1)=[O:2], predict the reactants needed to synthesize it. The reactants are: C[O:2][C:3]([CH:5]1[CH2:9][C:8](=[O:10])[N:7]([C:11]2[CH:16]=[CH:15][C:14]([O:17][CH2:18][C:19]3[CH:24]=[CH:23][CH:22]=[C:21]([F:25])[CH:20]=3)=[CH:13][CH:12]=2)[CH2:6]1)=O.O.[CH3:27][N:28](C)C=O. (6) Given the product [Cl:28][C:25]1[CH:26]=[C:27]2[C:22]([CH:21]=[C:20]([C:7]3[CH:6]=[N:5][CH:4]=[C:3]([C:2]([F:11])([F:10])[F:1])[CH:8]=3)[NH:19]2)=[CH:23][CH:24]=1, predict the reactants needed to synthesize it. The reactants are: [F:1][C:2]([F:11])([F:10])[C:3]1[CH:4]=[N:5][CH:6]=[C:7](Br)[CH:8]=1.C([N:19]1[C:27]2[C:22](=[CH:23][CH:24]=[C:25]([Cl:28])[CH:26]=2)[CH:21]=[C:20]1B(O)O)(OC(C)(C)C)=O. (7) Given the product [CH3:9][O:10][C:11]1[CH:18]=[C:17]([O:19][CH3:20])[CH:16]=[CH:15][C:12]=1[CH2:13][N:7]1[CH2:6][CH2:5][NH:4][C:3](=[O:8])[CH:2]1[CH3:1], predict the reactants needed to synthesize it. The reactants are: [CH3:1][CH:2]1[NH:7][CH2:6][CH2:5][NH:4][C:3]1=[O:8].[CH3:9][O:10][C:11]1[CH:18]=[C:17]([O:19][CH3:20])[CH:16]=[CH:15][C:12]=1[CH:13]=O.C(O)(=O)C.C(O[BH-](OC(=O)C)OC(=O)C)(=O)C.[Na+]. (8) Given the product [Br:1][C:2]1[CH:3]=[C:4]([F:9])[C:5]([N:13]2[CH2:12][CH2:11][N:10]([C:16]([O:18][C:19]([CH3:22])([CH3:21])[CH3:20])=[O:17])[CH2:15][CH2:14]2)=[N:6][CH:7]=1, predict the reactants needed to synthesize it. The reactants are: [Br:1][C:2]1[CH:3]=[C:4]([F:9])[C:5](Cl)=[N:6][CH:7]=1.[N:10]1([C:16]([O:18][C:19]([CH3:22])([CH3:21])[CH3:20])=[O:17])[CH2:15][CH2:14][NH:13][CH2:12][CH2:11]1.C(=O)([O-])[O-].[K+].[K+].